The task is: Predict the reactants needed to synthesize the given product.. This data is from Full USPTO retrosynthesis dataset with 1.9M reactions from patents (1976-2016). (1) Given the product [Cl:1][C:2]1[CH:6]=[N:5][N:4]([CH3:7])[C:3]=1[C:8]1[CH:9]=[C:10]([NH:16][C:26]([NH:25][C:21]2[CH:22]=[CH:23][CH:24]=[C:19]([C:17]#[N:18])[CH:20]=2)=[O:27])[CH:11]=[CH:12][C:13]=1[O:14][CH3:15], predict the reactants needed to synthesize it. The reactants are: [Cl:1][C:2]1[CH:6]=[N:5][N:4]([CH3:7])[C:3]=1[C:8]1[CH:9]=[C:10]([NH2:16])[CH:11]=[CH:12][C:13]=1[O:14][CH3:15].[C:17]([C:19]1[CH:20]=[C:21]([N:25]=[C:26]=[O:27])[CH:22]=[CH:23][CH:24]=1)#[N:18]. (2) Given the product [CH:21]1([CH:25]([N:8]2[CH2:9][C:5]3[C:4]([NH:10][C:11]4[CH:12]=[N:13][C:14]5[C:19]([CH:20]=4)=[CH:18][CH:17]=[CH:16][CH:15]=5)=[N:3][CH:2]=[N:1][C:6]=3[CH2:7]2)[CH3:26])[CH2:24][CH2:23][CH2:22]1, predict the reactants needed to synthesize it. The reactants are: [N:1]1[C:6]2[CH2:7][NH:8][CH2:9][C:5]=2[C:4]([NH:10][C:11]2[CH:12]=[N:13][C:14]3[C:19]([CH:20]=2)=[CH:18][CH:17]=[CH:16][CH:15]=3)=[N:3][CH:2]=1.[CH:21]1([C:25](=O)[CH3:26])[CH2:24][CH2:23][CH2:22]1.C(O[BH-](OC(=O)C)OC(=O)C)(=O)C.[Na+].C(O)(=O)C.CS(C)=O. (3) Given the product [CH3:38][C:26]1[N:25]=[C:24]([C:22]2[S:23][C:19]([C:16]3[CH:17]=[CH:18][C:13]([C:10]4[CH:11]=[CH:12][C:7]([O:6][CH2:5][CH2:4][O:3][CH2:1][CH3:2])=[CH:8][CH:9]=4)=[CH:14][CH:15]=3)=[N:20][N:21]=2)[CH:33]=[CH:32][C:27]=1[C:28]([OH:30])=[O:29], predict the reactants needed to synthesize it. The reactants are: [CH2:1]([O:3][CH2:4][CH2:5][O:6][C:7]1[CH:12]=[CH:11][C:10]([C:13]2[CH:18]=[CH:17][C:16]([C:19]3[S:23][C:22]([C:24]4[CH:33]=[CH:32][C:27]([C:28]([O:30]C)=[O:29])=[CH:26][N:25]=4)=[N:21][N:20]=3)=[CH:15][CH:14]=2)=[CH:9][CH:8]=1)[CH3:2].[OH-].[Na+].O.Cl.[CH2:38](O)C. (4) Given the product [Cl:20][C:14]1[CH:15]=[CH:16][CH:17]=[C:18]([Cl:19])[C:13]=1[N:12]1[C:2]2[N:3]=[C:4]([S:29][CH3:30])[N:5]=[C:6]([C:21]3[CH:26]=[CH:25][C:24]([F:27])=[CH:23][C:22]=3[F:28])[C:7]=2[CH:8]=[CH:9][C:10]1=[O:11], predict the reactants needed to synthesize it. The reactants are: Cl[C:2]1[C:7]([CH2:8][CH2:9][C:10]([NH:12][C:13]2[C:18]([Cl:19])=[CH:17][CH:16]=[CH:15][C:14]=2[Cl:20])=[O:11])=[C:6]([C:21]2[CH:26]=[CH:25][C:24]([F:27])=[CH:23][C:22]=2[F:28])[N:5]=[C:4]([S:29][CH3:30])[N:3]=1.CC(N=NC(C#N)(C)C)(C#N)C. (5) The reactants are: [N:1]([CH2:4][C@@H:5]1[O:9][C:8](=[O:10])[N:7]([C:11]2[CH:16]=[CH:15][C:14]([C:17]3[O:18][CH:19]=[C:20]([C:22](C)(C)[O:23][SiH2]C(C)(C)C)[N:21]=3)=[C:13]([F:31])[CH:12]=2)[CH2:6]1)=[N+:2]=[N-:3].C(O)(=O)C.C(=O)(O)[O-].[Na+]. Given the product [N:1]([CH2:4][C@@H:5]1[O:9][C:8](=[O:10])[N:7]([C:11]2[CH:16]=[CH:15][C:14]([C:17]3[O:18][CH:19]=[C:20]([CH2:22][OH:23])[N:21]=3)=[C:13]([F:31])[CH:12]=2)[CH2:6]1)=[N+:2]=[N-:3], predict the reactants needed to synthesize it. (6) Given the product [F:23][C:24]1[CH:25]=[CH:26][C:27]([N:30]2[C:33](=[O:34])[C@H:32]([S:35][CH2:36][CH:37]([C:39]3[CH:40]=[CH:41][C:42]([F:45])=[CH:43][CH:44]=3)[OH:38])[C@H:31]2[C:46]2[CH:47]=[CH:48][C:49]([O:50][CH2:51][C:52]([NH:54][CH2:55][C:56]([N:75]([CH2:68][C:69]3[CH:74]=[CH:73][CH:72]=[CH:71][CH:70]=3)[CH2:76][C:77]([OH:79])=[O:78])=[O:57])=[O:53])=[CH:59][CH:60]=2)=[CH:28][CH:29]=1, predict the reactants needed to synthesize it. The reactants are: CN(C(ON1N=NC2C=CC=CC1=2)=[N+](C)C)C.[B-](F)(F)(F)F.[F:23][C:24]1[CH:29]=[CH:28][C:27]([N:30]2[C:33](=[O:34])[C@H:32]([S:35][CH2:36][C:37]([C:39]3[CH:44]=[CH:43][C:42]([F:45])=[CH:41][CH:40]=3)=[O:38])[C@H:31]2[C:46]2[CH:60]=[CH:59][C:49]([O:50][CH2:51][C:52]([NH:54][CH2:55][C:56](O)=[O:57])=[O:53])=[CH:48][CH:47]=2)=[CH:26][CH:25]=1.CN1CCOCC1.[CH2:68]([NH:75][CH2:76][C:77]([OH:79])=[O:78])[C:69]1[CH:74]=[CH:73][CH:72]=[CH:71][CH:70]=1.[BH4-].[Na+].C([O-])(=O)C.[NH4+]. (7) Given the product [C:18]1([N:13]2[C:12]([C:35]3[CH:36]=[CH:37][C:32]([CH3:41])=[CH:33][CH:34]=3)=[C:11]3[C:15]([CH2:16][CH2:17][NH:8][CH2:9][CH2:10]3)=[N:14]2)[CH:19]=[CH:20][CH:21]=[CH:22][CH:23]=1, predict the reactants needed to synthesize it. The reactants are: C(OC([N:8]1[CH2:17][CH2:16][C:15]2[C:11](=[C:12](OS(C(F)(F)F)(=O)=O)[N:13]([C:18]3[CH:23]=[CH:22][CH:21]=[CH:20][CH:19]=3)[N:14]=2)[CH2:10][CH2:9]1)=O)(C)(C)C.[C:32]1([CH3:41])[CH:37]=[CH:36][CH:35]=[CH:34][C:33]=1B(O)O.